This data is from Forward reaction prediction with 1.9M reactions from USPTO patents (1976-2016). The task is: Predict the product of the given reaction. (1) Given the reactants [C:1]([O:5][C:6]([NH:8][CH:9]([C:21]1[CH:26]=[CH:25][C:24]([CH3:27])=[CH:23][CH:22]=1)[C:10]([O:12][C@@H:13]1[CH:18]2[CH2:19][CH2:20][N:15]([CH2:16][CH2:17]2)[CH2:14]1)=[O:11])=[O:7])([CH3:4])([CH3:3])[CH3:2].[Br:28][CH2:29][C:30]([C:32]1[CH:37]=[CH:36][CH:35]=[CH:34][CH:33]=1)=[O:31], predict the reaction product. The product is: [Br-:28].[C:1]([O:5][C:6]([NH:8][CH:9]([C:21]1[CH:26]=[CH:25][C:24]([CH3:27])=[CH:23][CH:22]=1)[C:10]([O:12][C@@H:13]1[CH:18]2[CH2:17][CH2:16][N+:15]([CH2:29][C:30](=[O:31])[C:32]3[CH:37]=[CH:36][CH:35]=[CH:34][CH:33]=3)([CH2:20][CH2:19]2)[CH2:14]1)=[O:11])=[O:7])([CH3:4])([CH3:3])[CH3:2]. (2) Given the reactants [N:1]1[CH:6]=[CH:5][CH:4]=[N:3][C:2]=1[C:7]1[CH:12]=[CH:11][C:10]([C:13]2[CH:17]=[CH:16][O:15][CH:14]=2)=[CH:9][CH:8]=1.[C:18]([O-:21])([O-])=O.[Na+].[Na+].BrBr.[CH3:26][OH:27], predict the reaction product. The product is: [CH3:26][O:27][CH:14]1[C:13]([C:10]2[CH:9]=[CH:8][C:7]([C:2]3[N:3]=[CH:4][CH:5]=[CH:6][N:1]=3)=[CH:12][CH:11]=2)=[CH:17][CH:16]([O:21][CH3:18])[O:15]1. (3) Given the reactants [CH:1]1([C:4]2[N:5]=[CH:6][C:7]([C:15]([OH:17])=O)=[N:8][C:9]=2[O:10][CH2:11][CH:12]2[CH2:14][CH2:13]2)[CH2:3][CH2:2]1.[CH:18]1([CH:21]([C:23]2[N:27]=[C:26]([CH3:28])[O:25][N:24]=2)[NH2:22])[CH2:20][CH2:19]1, predict the reaction product. The product is: [CH:18]1([CH:21]([NH:22][C:15]([C:7]2[CH:6]=[N:5][C:4]([CH:1]3[CH2:2][CH2:3]3)=[C:9]([O:10][CH2:11][CH:12]3[CH2:13][CH2:14]3)[N:8]=2)=[O:17])[C:23]2[N:27]=[C:26]([CH3:28])[O:25][N:24]=2)[CH2:19][CH2:20]1. (4) Given the reactants Br[C:2]1[C:10]2[C:9]([NH:11][C@H:12]([C:14]3[N:19]([C:20]4[CH:25]=[CH:24][CH:23]=[CH:22][CH:21]=4)[C:18](=[O:26])[C:17]4=[C:27]([CH3:30])[CH:28]=[CH:29][N:16]4[N:15]=3)[CH3:13])=[N:8][CH:7]=[N:6][C:5]=2[N:4]([CH2:31][O:32][CH2:33][CH2:34][Si:35]([CH3:38])([CH3:37])[CH3:36])[CH:3]=1.CC1(C)C(C)(C)OB([C:47]2[CH:52]=[CH:51][C:50]([NH:53][S:54]([CH3:57])(=[O:56])=[O:55])=[CH:49][CH:48]=2)O1.C(=O)([O-])[O-].[Na+].[Na+], predict the reaction product. The product is: [CH3:30][C:27]1[CH:28]=[CH:29][N:16]2[C:17]=1[C:18](=[O:26])[N:19]([C:20]1[CH:25]=[CH:24][CH:23]=[CH:22][CH:21]=1)[C:14]([C@@H:12]([NH:11][C:9]1[C:10]3[C:2]([C:47]4[CH:48]=[CH:49][C:50]([NH:53][S:54]([CH3:57])(=[O:55])=[O:56])=[CH:51][CH:52]=4)=[CH:3][N:4]([CH2:31][O:32][CH2:33][CH2:34][Si:35]([CH3:37])([CH3:38])[CH3:36])[C:5]=3[N:6]=[CH:7][N:8]=1)[CH3:13])=[N:15]2. (5) Given the reactants C([O:3][C:4](=[O:23])[C:5]1[CH:10]=[CH:9][C:8]([NH:11][C:12]2[N:17]=[C:16]([N:18]3[CH:22]=[CH:21][N:20]=[CH:19]3)[CH:15]=[CH:14][N:13]=2)=[CH:7][CH:6]=1)C.C(OC(=O)C1C=CC(NC2N=C(C3C=NC=CC=3)C=CN=2)=CC=1)C, predict the reaction product. The product is: [N:18]1([C:16]2[CH:15]=[CH:14][N:13]=[C:12]([NH:11][C:8]3[CH:7]=[CH:6][C:5]([C:4]([OH:23])=[O:3])=[CH:10][CH:9]=3)[N:17]=2)[CH:22]=[CH:21][N:20]=[CH:19]1. (6) The product is: [F:25][C:23]([C:21]1[N:20]=[CH:19][N:18]=[C:17]([NH:12][CH2:11][C:9]2[CH:10]=[C:5]3[CH:4]=[C:3]([C:2]([F:1])([F:14])[F:15])[NH:13][C:6]3=[N:7][CH:8]=2)[CH:22]=1)([F:26])[CH3:24]. Given the reactants [F:1][C:2]([F:15])([F:14])[C:3]1[NH:13][C:6]2=[N:7][CH:8]=[C:9]([CH2:11][NH2:12])[CH:10]=[C:5]2[CH:4]=1.Cl[C:17]1[CH:22]=[C:21]([C:23]([F:26])([F:25])[CH3:24])[N:20]=[CH:19][N:18]=1.CCN(C(C)C)C(C)C, predict the reaction product. (7) Given the reactants [OH:1][C:2]1[C:7]([CH3:8])=[CH:6][C:5]([C:9]2([C:22]3[CH:27]=[C:26]([CH3:28])[C:25]([OH:29])=[C:24]([CH3:30])[CH:23]=3)[C:17]3[C:12](=[CH:13][CH:14]=[CH:15][CH:16]=3)[N:11]([CH2:18][C:19]#[N:20])[C:10]2=[O:21])=[CH:4][C:3]=1[CH3:31].[CH3:32][O:33][C:34](=[O:45])[C:35]1[CH:40]=[CH:39][CH:38]=[C:37]([C:41](Cl)=[N:42][OH:43])[CH:36]=1.C(N(CC)CC)C.[F-].C([N+](CCCC)(CCCC)CCCC)CCC.Cl, predict the reaction product. The product is: [CH3:32][O:33][C:34](=[O:45])[C:35]1[CH:40]=[CH:39][CH:38]=[C:37]([C:41]2[N:20]=[C:19]([CH2:18][N:11]3[C:12]4[C:17](=[CH:16][CH:15]=[CH:14][CH:13]=4)[C:9]([C:5]4[CH:4]=[C:3]([CH3:31])[C:2]([OH:1])=[C:7]([CH3:8])[CH:6]=4)([C:22]4[CH:27]=[C:26]([CH3:28])[C:25]([OH:29])=[C:24]([CH3:30])[CH:23]=4)[C:10]3=[O:21])[O:43][N:42]=2)[CH:36]=1. (8) Given the reactants [Cl:1][CH2:2][CH2:3][NH:4][CH2:5][C:6]1[NH:7][C:8](=[O:20])[C:9]2[N:14]=[N:13][N:12]([CH:15]3[CH2:19][CH2:18][CH2:17][CH2:16]3)[C:10]=2[N:11]=1.[CH3:21][O:22][C:23]1[CH:30]=[CH:29][C:26]([CH:27]=O)=[CH:25][CH:24]=1.C(O)(=O)C.C(O[BH-](OC(=O)C)OC(=O)C)(=O)C.[Na+].C(=O)(O)[O-].[Na+], predict the reaction product. The product is: [Cl:1][CH2:2][CH2:3][N:4]([CH2:5][C:6]1[NH:7][C:8](=[O:20])[C:9]2[N:14]=[N:13][N:12]([CH:15]3[CH2:19][CH2:18][CH2:17][CH2:16]3)[C:10]=2[N:11]=1)[CH2:27][C:26]1[CH:29]=[CH:30][C:23]([O:22][CH3:21])=[CH:24][CH:25]=1.